This data is from Full USPTO retrosynthesis dataset with 1.9M reactions from patents (1976-2016). The task is: Predict the reactants needed to synthesize the given product. Given the product [CH3:1][C:3]([C:4]([NH:6][CH2:7][CH2:8][CH2:9][N:12]([CH3:13])[CH3:11])=[O:5])=[CH2:10].[CH3:26][C:24]([C:23]([O:28][CH2:29][CH2:30][O:31][C:32]([CH2:33][C:34]([CH3:36])=[O:35])=[O:37])=[O:27])=[CH2:25], predict the reactants needed to synthesize it. The reactants are: [CH:1]([CH:3]1[CH2:10][CH2:9][CH2:8][CH2:7][NH:6][C:4]1=[O:5])=C.[CH3:11][N:12](C)[CH2:13]CCC=C(C)C(N)=O.[C:23]([O:28][CH2:29][CH2:30][O:31][C:32](=[O:37])[CH2:33][C:34]([CH3:36])=[O:35])(=[O:27])[C:24]([CH3:26])=[CH2:25].